This data is from Catalyst prediction with 721,799 reactions and 888 catalyst types from USPTO. The task is: Predict which catalyst facilitates the given reaction. Reactant: Br[C:2]1[CH:3]=[C:4]2[C:9](=[CH:10][CH:11]=1)[CH:8]=[N:7][CH:6]=[C:5]2[Cl:12].[CH3:13][CH:14]1[CH2:18][NH:17][C:16](=[O:19])[CH2:15]1.P([O-])([O-])([O-])=O.[K+].[K+].[K+].C1(P(C2C=CC=CC=2)C2C3OC4C(=CC=CC=4P(C4C=CC=CC=4)C4C=CC=CC=4)C(C)(C)C=3C=CC=2)C=CC=CC=1. Product: [Cl:12][C:5]1[C:4]2[C:9](=[CH:10][CH:11]=[C:2]([N:17]3[CH2:18][CH:14]([CH3:13])[CH2:15][C:16]3=[O:19])[CH:3]=2)[CH:8]=[N:7][CH:6]=1. The catalyst class is: 11.